This data is from Forward reaction prediction with 1.9M reactions from USPTO patents (1976-2016). The task is: Predict the product of the given reaction. (1) Given the reactants [N:1]([C:4]1[CH:9]=[CH:8][C:7]([O:10][CH3:11])=[C:6]([O:12][CH3:13])[CH:5]=1)=[C:2]=[S:3].Cl.[CH:15]([NH2:17])=[NH:16].[OH-].[Na+], predict the reaction product. The product is: [NH2:17][CH:15]=[N:16][C:2]([NH:1][C:4]1[CH:9]=[CH:8][C:7]([O:10][CH3:11])=[C:6]([O:12][CH3:13])[CH:5]=1)=[S:3]. (2) Given the reactants [CH:1]1([O:4][C:5]2[CH:6]=[C:7]([C:15]3[NH:32][C:18]4[CH:19]=[N:20][N:21](COCC[Si](C)(C)C)[C:22](=[O:23])[C:17]=4[C:16]=3[CH2:33][CH2:34][CH2:35][CH2:36][CH3:37])[CH:8]=[CH:9][C:10]=2[O:11][CH:12]([F:14])[F:13])[CH2:3][CH2:2]1.C1(OC2C=C(C3NC4C=NN(COCC[Si](C)(C)C)C(=O)C=4C=3CCC)C=CC=2OC(F)F)CC1, predict the reaction product. The product is: [CH:1]1([O:4][C:5]2[CH:6]=[C:7]([C:15]3[NH:32][C:18]4[CH:19]=[N:20][NH:21][C:22](=[O:23])[C:17]=4[C:16]=3[CH2:33][CH2:34][CH2:35][CH2:36][CH3:37])[CH:8]=[CH:9][C:10]=2[O:11][CH:12]([F:13])[F:14])[CH2:2][CH2:3]1. (3) Given the reactants [F:1][C:2]([F:32])([C:25]1[CH:26]=[C:27]([OH:31])[CH:28]=[CH:29][CH:30]=1)[C:3]([F:24])([F:23])[C:4]([F:22])([F:21])[C:5]([F:20])([F:19])[C:6]([F:18])([F:17])[C:7]([F:16])([F:15])[C:8]([F:14])([F:13])[C:9]([F:12])([F:11])[F:10].C(=O)([O-])[O-].[K+].[K+].[Br:39][CH2:40][CH:41]=[CH:42][CH2:43]Br, predict the reaction product. The product is: [Br:39][CH2:40][CH:41]=[CH:42][CH2:43][O:31][C:27]1[CH:28]=[CH:29][CH:30]=[C:25]([C:2]([F:32])([F:1])[C:3]([F:23])([F:24])[C:4]([F:21])([F:22])[C:5]([F:19])([F:20])[C:6]([F:17])([F:18])[C:7]([F:16])([F:15])[C:8]([F:14])([F:13])[C:9]([F:12])([F:11])[F:10])[CH:26]=1. (4) Given the reactants [N+:1]([C:4]1[CH:9]=[CH:8][CH:7]=[CH:6][C:5]=1[CH2:10][C:11](O)=O)([O-:3])=[O:2].[Cl:14][C:15]1[C:20]([C:21]#[N:22])=[CH:19][N:18]=CC=1C1C=CC=C([N+]([O-])=O)C=1, predict the reaction product. The product is: [Cl:14][C:15]1[C:20]([C:21]#[N:22])=[CH:19][N:18]=[CH:11][C:10]=1[C:5]1[CH:6]=[CH:7][CH:8]=[CH:9][C:4]=1[N+:1]([O-:3])=[O:2]. (5) Given the reactants [F:1][C:2]1[CH:7]=[CH:6][CH:5]=[CH:4][C:3]=1[CH2:8][O:9][C:10]1[CH:15]=[CH:14][C:13](Br)=[C:12]([F:17])[CH:11]=1.CN(CCN(C)C)C.C([Li])CCC.[O:31]=[C:32]1[N:36]([C:37]([O:39][C:40]([CH3:43])([CH3:42])[CH3:41])=[O:38])[C@H:35]([C:44]([O:46][CH3:47])=[O:45])[CH2:34][CH2:33]1, predict the reaction product. The product is: [CH3:43][C:40]([O:39][C:37]([NH:36][C@@H:35]([CH2:34][CH2:33][C:32]([C:13]1[CH:14]=[CH:15][C:10]([O:9][CH2:8][C:3]2[CH:4]=[CH:5][CH:6]=[CH:7][C:2]=2[F:1])=[CH:11][C:12]=1[F:17])=[O:31])[C:44]([O:46][CH3:47])=[O:45])=[O:38])([CH3:41])[CH3:42]. (6) Given the reactants Br[C:2]1[CH:3]=[C:4]([CH:28]=[CH:29][CH:30]=1)/[CH:5]=[C:6]1\[CH2:7][CH2:8][C:9]2[N:10]([S:18]([C:21]3[CH:27]=[CH:26][C:24]([CH3:25])=[CH:23][CH:22]=3)(=[O:20])=[O:19])[C:11]([C:14]([O:16][CH3:17])=[O:15])=[CH:12][C:13]\1=2.[OH:31][C:32]1[CH:37]=[CH:36][C:35](B(O)O)=[CH:34][CH:33]=1, predict the reaction product. The product is: [OH:31][C:32]1[CH:37]=[CH:36][C:35]([C:2]2[CH:30]=[CH:29][CH:28]=[C:4]([CH2:5][CH:6]3[C:13]4[CH:12]=[C:11]([C:14]([O:16][CH3:17])=[O:15])[NH:10][C:9]=4[CH2:8][CH2:7]3)[CH:3]=2)=[CH:34][CH:33]=1.[OH:31][C:32]1[CH:37]=[CH:36][C:35]([C:2]2[CH:30]=[CH:29][CH:28]=[C:4](/[CH:5]=[C:6]3\[CH2:7][CH2:8][C:9]4[N:10]([S:18]([C:21]5[CH:27]=[CH:26][C:24]([CH3:25])=[CH:23][CH:22]=5)(=[O:19])=[O:20])[C:11]([C:14]([O:16][CH3:17])=[O:15])=[CH:12][C:13]\3=4)[CH:3]=2)=[CH:34][CH:33]=1.